This data is from hERG Central: cardiac toxicity at 1µM, 10µM, and general inhibition. The task is: Predict hERG channel inhibition at various concentrations. (1) The compound is O=C(c1ccco1)N1CCN(C(c2ccc(Cl)cc2)c2nnnn2Cc2ccccc2)CC1. Results: hERG_inhib (hERG inhibition (general)): blocker. (2) The compound is COc1ccc(C[C@H]2CN3C(=NC[C@@H]3Cc3ccccc3)N2CCNC(=O)CCC2CCCCC2)cc1. Results: hERG_inhib (hERG inhibition (general)): blocker. (3) Results: hERG_inhib (hERG inhibition (general)): blocker. The drug is COc1cc(CN2CCN(CCCc3ccccc3)C(CCO)C2)cc(OC)c1O. (4) The drug is COc1ccc(CNCCC(c2ccc(F)cc2)c2ccc(OC(C)C)cc2)cc1OC. Results: hERG_inhib (hERG inhibition (general)): blocker. (5) The molecule is O=C(c1cccc(S(=O)(=O)N2CCOCC2)c1)N(Cc1ccc(F)cc1)Cc1ccco1. Results: hERG_inhib (hERG inhibition (general)): blocker. (6) The drug is Cc1cccc(CN2CCN(CCCc3ccccc3)CC2)c1.O=C(O)C(=O)O. Results: hERG_inhib (hERG inhibition (general)): blocker.